Predict the reaction yield, written as a fraction of the theoretical maximum amount of product (1.0 means a 100% yield; for example, 0.34 means a 34% yield). From a dataset of Reaction yield outcomes from USPTO patents with 853,638 reactions. The reactants are C[O:2][CH:3]([O:9]C)[C:4]1[Se:5]C=CC=1.[CH2:11]([Li])[CH2:12][CH2:13][CH3:14].[C]=[O:17]. The catalyst is C1COCC1. The product is [CH:11]([C:12]1[Se:5][C:4]([C:3]([OH:9])=[O:2])=[CH:14][CH:13]=1)=[O:17]. The yield is 0.550.